Task: Predict the reaction yield, written as a fraction of the theoretical maximum amount of product (1.0 means a 100% yield; for example, 0.34 means a 34% yield).. Dataset: Reaction yield outcomes from USPTO patents with 853,638 reactions (1) The reactants are C(OC([N:8]1[CH2:13][CH2:12][N:11]([C:14]2[S:15][C:16]([S:19]([CH3:22])(=[O:21])=[O:20])=[CH:17][N:18]=2)[CH2:10][CH2:9]1)=O)(C)(C)C.[ClH:23]. No catalyst specified. The product is [ClH:23].[CH3:22][S:19]([C:16]1[S:15][C:14]([N:11]2[CH2:12][CH2:13][NH:8][CH2:9][CH2:10]2)=[N:18][CH:17]=1)(=[O:20])=[O:21]. The yield is 0.990. (2) The reactants are [N+:1]([C:4]1[CH:5]=[C:6]2[C:10](=[CH:11][CH:12]=1)[NH:9][CH:8]=[CH:7]2)([O-:3])=[O:2].[Al+3].[Cl-].[Cl-].[Cl-].Br[C:18]([CH3:21])([CH3:20])[CH3:19]. The product is [C:18]([C:7]1[C:6]2[C:10](=[CH:11][CH:12]=[C:4]([N+:1]([O-:3])=[O:2])[CH:5]=2)[NH:9][CH:8]=1)([CH3:21])([CH3:20])[CH3:19]. The catalyst is C(Cl)Cl. The yield is 0.310. (3) The reactants are [CH2:1]([C:3]1[CH:29]=[CH:28][CH:27]=[CH:26][C:4]=1[O:5][C:6]1[CH:11]=[CH:10][CH:9]=[CH:8][C:7]=1[C@:12]([C@@H:20]1[CH2:25][CH2:24][CH2:23][NH:22][CH2:21]1)([OH:19])[CH2:13][CH2:14][CH2:15][CH2:16][O:17][CH3:18])[CH3:2].[N+](C1C=CC([O:37][C:38]([NH:40][C@H:41]([CH2:48][N:49]([CH3:59])[C:50]([O:52][CH2:53][CH2:54][Si:55]([CH3:58])([CH3:57])[CH3:56])=[O:51])[CH2:42][O:43][Si](C)(C)C)=O)=CC=1)([O-])=O.CCN(C(C)C)C(C)C. The catalyst is C(Cl)Cl. The product is [CH2:1]([C:3]1[CH:29]=[CH:28][CH:27]=[CH:26][C:4]=1[O:5][C:6]1[CH:11]=[CH:10][CH:9]=[CH:8][C:7]=1[C@:12]([C@@H:20]1[CH2:25][CH2:24][CH2:23][N:22]([C:38]([NH:40][C@H:41]([CH2:48][N:49]([CH3:59])[C:50]([O:52][CH2:53][CH2:54][Si:55]([CH3:58])([CH3:57])[CH3:56])=[O:51])[CH2:42][OH:43])=[O:37])[CH2:21]1)([OH:19])[CH2:13][CH2:14][CH2:15][CH2:16][O:17][CH3:18])[CH3:2]. The yield is 0.300.